This data is from NCI-60 drug combinations with 297,098 pairs across 59 cell lines. The task is: Regression. Given two drug SMILES strings and cell line genomic features, predict the synergy score measuring deviation from expected non-interaction effect. (1) Drug 1: C1C(C(OC1N2C=NC3=C(N=C(N=C32)Cl)N)CO)O. Drug 2: CC(C)NC(=O)C1=CC=C(C=C1)CNNC.Cl. Cell line: OVCAR-5. Synergy scores: CSS=32.7, Synergy_ZIP=-6.57, Synergy_Bliss=-1.50, Synergy_Loewe=-19.3, Synergy_HSA=-1.24. (2) Drug 1: COC1=CC(=CC(=C1O)OC)C2C3C(COC3=O)C(C4=CC5=C(C=C24)OCO5)OC6C(C(C7C(O6)COC(O7)C8=CC=CS8)O)O. Drug 2: CC1=C(C=C(C=C1)NC(=O)C2=CC=C(C=C2)CN3CCN(CC3)C)NC4=NC=CC(=N4)C5=CN=CC=C5. Cell line: TK-10. Synergy scores: CSS=24.1, Synergy_ZIP=2.31, Synergy_Bliss=7.09, Synergy_Loewe=-11.2, Synergy_HSA=3.59. (3) Drug 1: C1=CN(C(=O)N=C1N)C2C(C(C(O2)CO)O)O.Cl. Drug 2: C1=NC2=C(N1)C(=S)N=CN2. Cell line: SW-620. Synergy scores: CSS=39.8, Synergy_ZIP=-7.69, Synergy_Bliss=-3.18, Synergy_Loewe=-3.64, Synergy_HSA=1.64. (4) Drug 1: CC(C1=C(C=CC(=C1Cl)F)Cl)OC2=C(N=CC(=C2)C3=CN(N=C3)C4CCNCC4)N. Drug 2: C1=C(C(=O)NC(=O)N1)F. Cell line: SNB-75. Synergy scores: CSS=20.4, Synergy_ZIP=-5.31, Synergy_Bliss=-2.00, Synergy_Loewe=-1.88, Synergy_HSA=-1.77. (5) Drug 1: C1=CC(=CC=C1CCC2=CNC3=C2C(=O)NC(=N3)N)C(=O)NC(CCC(=O)O)C(=O)O. Drug 2: CCCCCOC(=O)NC1=NC(=O)N(C=C1F)C2C(C(C(O2)C)O)O. Cell line: ACHN. Synergy scores: CSS=20.6, Synergy_ZIP=-1.89, Synergy_Bliss=3.52, Synergy_Loewe=-18.0, Synergy_HSA=2.74.